From a dataset of Catalyst prediction with 721,799 reactions and 888 catalyst types from USPTO. Predict which catalyst facilitates the given reaction. (1) The catalyst class is: 22. Reactant: [F-].C([N+](CCCC)(CCCC)CCCC)CCC.O1CCCC1.O1CCCC1.[CH2:29]([O:36][C:37]1[CH:64]=[CH:63][C:62]([N:65]2[CH2:70][CH2:69][CH:68]([O:71][Si](C(C)(C)C)(C)C)[CH2:67][CH2:66]2)=[CH:61][C:38]=1[C:39]([NH:41][C:42]1[CH:54]=[C:53]([C:55]2[CH:60]=[CH:59][CH:58]=[CH:57][CH:56]=2)[CH:52]=[CH:51][C:43]=1[C:44]([O:46][C:47]([CH3:50])([CH3:49])[CH3:48])=[O:45])=[O:40])[C:30]1[CH:35]=[CH:34][CH:33]=[CH:32][CH:31]=1.O. Product: [CH2:29]([O:36][C:37]1[CH:64]=[CH:63][C:62]([N:65]2[CH2:70][CH2:69][CH:68]([OH:71])[CH2:67][CH2:66]2)=[CH:61][C:38]=1[C:39]([NH:41][C:42]1[CH:54]=[C:53]([C:55]2[CH:56]=[CH:57][CH:58]=[CH:59][CH:60]=2)[CH:52]=[CH:51][C:43]=1[C:44]([O:46][C:47]([CH3:50])([CH3:49])[CH3:48])=[O:45])=[O:40])[C:30]1[CH:31]=[CH:32][CH:33]=[CH:34][CH:35]=1. (2) Reactant: C(OC([N:8]1[CH2:13][CH:12]2[CH2:14][CH:9]1[CH2:10][N:11]2[CH:15]1[CH2:18][CH:17]([N:19]2[C:23]3[N:24]=[CH:25][N:26]=[C:27]([NH2:28])[C:22]=3[C:21]([C:29]3[CH:34]=[CH:33][CH:32]=[C:31]([O:35][CH2:36][C:37]45[O:43][CH:40]([CH2:41][CH2:42]4)[CH2:39][CH2:38]5)[CH:30]=3)=[CH:20]2)[CH2:16]1)=O)(C)(C)C.FC(F)(F)C(O)=O. Product: [CH:12]12[CH2:14][CH:9]([NH:8][CH2:13]1)[CH2:10][N:11]2[CH:15]1[CH2:16][CH:17]([N:19]2[C:23]3[N:24]=[CH:25][N:26]=[C:27]([NH2:28])[C:22]=3[C:21]([C:29]3[CH:34]=[CH:33][CH:32]=[C:31]([O:35][CH2:36][C:37]45[O:43][CH:40]([CH2:41][CH2:42]4)[CH2:39][CH2:38]5)[CH:30]=3)=[CH:20]2)[CH2:18]1. The catalyst class is: 2. (3) Reactant: C([O:3][C:4](=[O:20])[CH:5]([CH2:11][C:12]1[CH:17]=[CH:16][C:15]([F:18])=[CH:14][C:13]=1[Br:19])C(OCC)=O)C.[OH-].[K+]. Product: [Br:19][C:13]1[CH:14]=[C:15]([F:18])[CH:16]=[CH:17][C:12]=1[CH2:11][CH2:5][C:4]([OH:20])=[O:3]. The catalyst class is: 6. (4) Product: [CH2:8]([C:5]1[O:4][C:3]([CH2:2][C:10]#[N:11])=[N:7][CH:6]=1)[CH3:9]. The catalyst class is: 144. Reactant: Cl[CH2:2][C:3]1[O:4][C:5]([CH2:8][CH3:9])=[CH:6][N:7]=1.[C-:10]#[N:11].[K+]. (5) Reactant: Br[C:2]1[C:3]([Cl:9])=[N:4][C:5]([Cl:8])=[N:6][CH:7]=1.C([Mg]Cl)(C)C.[F:15][C:16]1[C:23]([F:24])=[CH:22][CH:21]=[C:20]([O:25][CH3:26])[C:17]=1[CH:18]=[O:19]. Product: [Cl:8][C:5]1[N:4]=[C:3]([Cl:9])[C:2]([CH:18]([C:17]2[C:20]([O:25][CH3:26])=[CH:21][CH:22]=[C:23]([F:24])[C:16]=2[F:15])[OH:19])=[CH:7][N:6]=1. The catalyst class is: 1.